This data is from Full USPTO retrosynthesis dataset with 1.9M reactions from patents (1976-2016). The task is: Predict the reactants needed to synthesize the given product. (1) Given the product [CH2:3]([O:5][C:6](=[O:36])[C:7]([NH:32][C:33](=[O:35])[CH3:34])([CH:13]1[CH2:22][CH2:21][C:20]2[C:15](=[CH:16][CH:17]=[C:18]([CH2:23][CH2:24][CH2:25][CH2:26][CH2:27][CH2:28][CH2:29][CH3:30])[CH:19]=2)[CH:14]1[OH:31])[C:8]([O:10][CH2:11][CH3:12])=[O:9])[CH3:4], predict the reactants needed to synthesize it. The reactants are: [BH4-].[Na+].[CH2:3]([O:5][C:6](=[O:36])[C:7]([NH:32][C:33](=[O:35])[CH3:34])([CH:13]1[CH2:22][CH2:21][C:20]2[C:15](=[CH:16][CH:17]=[C:18]([CH2:23][CH2:24][CH2:25][CH2:26][CH2:27][CH2:28][CH2:29][CH3:30])[CH:19]=2)[C:14]1=[O:31])[C:8]([O:10][CH2:11][CH3:12])=[O:9])[CH3:4]. (2) Given the product [O:7]1[C:1]2([CH2:6][CH2:5][CH2:4][CH2:3][CH2:2]2)[O:11][CH2:10][CH2:9][CH2:8]1, predict the reactants needed to synthesize it. The reactants are: [C:1]1(=[O:7])[CH2:6][CH2:5][CH2:4][CH2:3][CH2:2]1.[CH2:8](O)[CH2:9][CH2:10][OH:11]. (3) Given the product [Br:5][C:6]1[C:7]([N+:1]([O-:4])=[O:2])=[C:8]2[C:13](=[C:14]([O:16][CH3:17])[CH:15]=1)[N:12]=[CH:11][NH:10][C:9]2=[O:18], predict the reactants needed to synthesize it. The reactants are: [N+:1]([O-:4])(O)=[O:2].[Br:5][C:6]1[CH:7]=[C:8]2[C:13](=[C:14]([O:16][CH3:17])[CH:15]=1)[N:12]=[CH:11][NH:10][C:9]2=[O:18]. (4) Given the product [ClH:28].[NH2:7][C@@H:8]([CH3:9])[C:10]([NH:11][C:12]1[CH:17]=[CH:16][C:15]([F:18])=[CH:14][C:13]=1[NH:19][C:20]1[N:21]=[CH:22][CH:23]=[CH:24][N:25]=1)=[O:26], predict the reactants needed to synthesize it. The reactants are: C(OC(=O)[NH:7][C@H:8]([C:10](=[O:26])[NH:11][C:12]1[CH:17]=[CH:16][C:15]([F:18])=[CH:14][C:13]=1[NH:19][C:20]1[N:25]=[CH:24][CH:23]=[CH:22][N:21]=1)[CH3:9])(C)(C)C.[ClH:28]. (5) Given the product [CH:14]1([NH:17][C:18](=[O:36])[C:19]2[CH:24]=[CH:23][C:22](=[CH2:25])[CH:21]([NH:26][C:27](=[O:35])[C:28]3[CH:29]=[CH:30][C:31]([O:9][CH2:8][C:3]4[C:2]([CH3:1])=[CH:7][CH:6]=[CH:5][N:4]=4)=[CH:32][CH:33]=3)[CH:20]=2)[CH2:15][CH2:16]1, predict the reactants needed to synthesize it. The reactants are: [CH3:1][C:2]1[C:3]([CH2:8][OH:9])=[N:4][CH:5]=[CH:6][CH:7]=1.S(Cl)(Cl)=O.[CH:14]1([NH:17][C:18](=[O:36])[C:19]2[CH:24]=[CH:23][C:22]([CH3:25])=[C:21]([NH:26][C:27](=[O:35])[C:28]3[CH:33]=[CH:32][C:31](O)=[CH:30][CH:29]=3)[CH:20]=2)[CH2:16][CH2:15]1.C(=O)([O-])[O-].[K+].[K+]. (6) Given the product [CH3:1][N:2]([CH2:4][C:5]1[C:13]2[O:12][N:11]=[C:10]([CH2:14][CH2:15][CH:16]3[CH2:17][CH2:18][N:19]([CH2:28][C:29]4[CH:34]=[CH:33][CH:32]=[CH:31][CH:30]=4)[CH2:20][CH2:21]3)[C:9]=2[CH:8]=[CH:7][C:6]=1[C:22]1[CH:27]=[CH:26][CH:25]=[CH:24][CH:23]=1)[CH3:3], predict the reactants needed to synthesize it. The reactants are: [CH3:1][N:2]([CH2:4][C:5]1[C:13]2[O:12][N:11]=[C:10]([CH2:14][CH2:15][CH:16]3[CH2:21][CH2:20][NH:19][CH2:18][CH2:17]3)[C:9]=2[CH:8]=[CH:7][C:6]=1[C:22]1[CH:27]=[CH:26][CH:25]=[CH:24][CH:23]=1)[CH3:3].[CH:28](=O)[C:29]1[CH:34]=[CH:33][CH:32]=[CH:31][CH:30]=1.C(O[BH-](OC(=O)C)OC(=O)C)(=O)C.[Na+].C(=O)([O-])[O-].[Na+].[Na+]. (7) Given the product [ClH:44].[NH2:11][C@@H:10]([CH2:9][O:8][CH2:1][C:2]1[CH:7]=[CH:6][CH:5]=[CH:4][CH:3]=1)[CH2:31][OH:32], predict the reactants needed to synthesize it. The reactants are: [CH2:1]([O:8][C@H:9](C)[C@@H:10]([C:31](OC)=[O:32])[NH:11]C(C1C=CC=CC=1)(C1C=CC=CC=1)C1C=CC=CC=1)[C:2]1[CH:7]=[CH:6][CH:5]=[CH:4][CH:3]=1.[H-].[Al+3].[Li+].[H-].[H-].[H-].[OH-].[Na+].[ClH:44].O1CCOCC1.